From a dataset of Full USPTO retrosynthesis dataset with 1.9M reactions from patents (1976-2016). Predict the reactants needed to synthesize the given product. (1) The reactants are: Br[C:2]1[CH:3]=[C:4]2[C:9](=[CH:10][CH:11]=1)[C:8](=[O:12])[NH:7][N:6]=[C:5]2[Cl:13].[CH3:14][N:15]([CH3:25])[CH2:16][CH2:17][CH2:18][N:19]1[CH2:24][CH2:23][NH:22][CH2:21][CH2:20]1.C1C=CC(P(C2C(C3C(P(C4C=CC=CC=4)C4C=CC=CC=4)=CC=C4C=3C=CC=C4)=C3C(C=CC=C3)=CC=2)C2C=CC=CC=2)=CC=1.CC([O-])(C)C.[Na+]. Given the product [Cl:13][C:5]1[C:4]2[C:9](=[CH:10][CH:11]=[C:2]([N:22]3[CH2:23][CH2:24][N:19]([CH2:18][CH2:17][CH2:16][N:15]([CH3:14])[CH3:25])[CH2:20][CH2:21]3)[CH:3]=2)[C:8](=[O:12])[NH:7][N:6]=1, predict the reactants needed to synthesize it. (2) Given the product [NH2:1][C:2]1[CH:10]=[C:9]([N+:11]([O-:13])=[O:12])[CH:8]=[CH:7][C:3]=1[C:4]([O:6][CH3:21])=[O:5], predict the reactants needed to synthesize it. The reactants are: [NH2:1][C:2]1[CH:10]=[C:9]([N+:11]([O-:13])=[O:12])[CH:8]=[CH:7][C:3]=1[C:4]([OH:6])=[O:5].S(=O)(=O)(O)O.[OH-].[Na+].[CH3:21]O. (3) Given the product [CH2:13]([O:12][C:10](=[O:11])[C:9]([CH3:16])([CH3:15])[CH2:8][CH2:7][CH2:6][CH2:5][CH2:4][C:19]([N+:17]#[C-:18])([S:24]([C:27]1[CH:28]=[CH:29][C:30]([CH3:33])=[CH:31][CH:32]=1)(=[O:26])=[O:25])[CH2:20][CH2:21][CH2:22][CH3:23])[CH3:14], predict the reactants needed to synthesize it. The reactants are: [H-].[Na+].Br[CH2:4][CH2:5][CH2:6][CH2:7][CH2:8][C:9]([CH3:16])([CH3:15])[C:10]([O:12][CH2:13][CH3:14])=[O:11].[N+:17]([CH:19]([S:24]([C:27]1[CH:32]=[CH:31][C:30]([CH3:33])=[CH:29][CH:28]=1)(=[O:26])=[O:25])[CH2:20][CH2:21][CH2:22][CH3:23])#[C-:18].O. (4) Given the product [C:7]([C:11]1[CH:12]=[C:13]2[C:17](=[CH:18][CH:19]=1)[CH:16]([CH2:20][C:21]([NH:5][C:4]([NH2:6])=[NH:3])=[O:22])[N:15]([CH2:26][CH:27]([CH3:28])[CH3:29])[C:14]2=[O:30])([CH3:10])([CH3:9])[CH3:8], predict the reactants needed to synthesize it. The reactants are: [Na].[Cl-].[NH2:3][C:4]([NH2:6])=[NH2+:5].[C:7]([C:11]1[CH:12]=[C:13]2[C:17](=[CH:18][CH:19]=1)[CH:16]([CH2:20][C:21](OCC)=[O:22])[N:15]([CH2:26][CH:27]([CH3:29])[CH3:28])[C:14]2=[O:30])([CH3:10])([CH3:9])[CH3:8]. (5) Given the product [CH3:56][S:53]([C:46]1[C:47]([CH3:52])=[N:48][C:49]2[C:44]([C:45]=1[C:57]1[CH:58]=[CH:59][C:60]([C:63]([F:64])([F:66])[F:65])=[CH:61][CH:62]=1)=[CH:43][C:42]([N:67]1[CH2:72][CH2:71][O:70][CH2:69][CH2:68]1)=[CH:51][CH:50]=2)(=[O:54])=[O:55], predict the reactants needed to synthesize it. The reactants are: C1(P(C2CCCCC2)C2C=CC=CC=2C2C(C(C)C)=CC(C(C)C)=CC=2C(C)C)CCCCC1.C(=O)([O-])[O-].[Cs+].[Cs+].Br[C:42]1[CH:43]=[C:44]2[C:49](=[CH:50][CH:51]=1)[N:48]=[C:47]([CH3:52])[C:46]([S:53]([CH3:56])(=[O:55])=[O:54])=[C:45]2[C:57]1[CH:62]=[CH:61][C:60]([C:63]([F:66])([F:65])[F:64])=[CH:59][CH:58]=1.[NH:67]1[CH2:72][CH2:71][O:70][CH2:69][CH2:68]1. (6) Given the product [Cl:27][C:24]1[CH:25]=[CH:26][C:21]2[N:20]=[C:17]([C:15]3[CH:14]=[CH:13][C:5]4[N:6]([CH:7]5[CH2:8][CH2:9][O:10][CH2:11][CH2:12]5)[C:2]([CH3:1])=[N:3][C:4]=4[CH:16]=3)[O:19][C:22]=2[CH:23]=1, predict the reactants needed to synthesize it. The reactants are: [CH3:1][C:2]1[N:6]([CH:7]2[CH2:12][CH2:11][O:10][CH2:9][CH2:8]2)[C:5]2[CH:13]=[CH:14][C:15]([C:17]([OH:19])=O)=[CH:16][C:4]=2[N:3]=1.[NH2:20][C:21]1[CH:26]=[CH:25][C:24]([Cl:27])=[CH:23][C:22]=1O.CCN=C=NCCCN(C)C.O.C1(C)C=CC(S(O)(=O)=O)=CC=1. (7) The reactants are: [N:1]1[CH:6]=[CH:5][C:4]([C:7]([OH:9])=O)=[CH:3][CH:2]=1.Cl.[CH3:11][NH:12][O:13][CH3:14].O. Given the product [CH3:14][O:13][N:12]([CH3:11])[C:7](=[O:9])[C:4]1[CH:5]=[CH:6][N:1]=[CH:2][CH:3]=1, predict the reactants needed to synthesize it. (8) Given the product [NH2:1][C:4]1[CH:9]=[CH:8][C:7]([C:10]2[CH:11]=[CH:12][C:13]([C:16]([F:17])([F:18])[F:19])=[CH:14][CH:15]=2)=[CH:6][C:5]=1[S:20][CH2:21][CH2:22][C:23]([O:25][CH3:26])=[O:24], predict the reactants needed to synthesize it. The reactants are: [N+:1]([C:4]1[CH:9]=[CH:8][C:7]([C:10]2[CH:15]=[CH:14][C:13]([C:16]([F:19])([F:18])[F:17])=[CH:12][CH:11]=2)=[CH:6][C:5]=1[S:20][CH2:21][CH2:22][C:23]([O:25][CH3:26])=[O:24])([O-])=O. (9) The reactants are: [CH2:1]([C:3]1[N:4]=[N+:5]([O-:23])[C:6]2[CH:12]=[C:11]([O:13][CH2:14][CH2:15][NH:16]C(=O)C(F)(F)F)[CH:10]=[CH:9][C:7]=2[N:8]=1)[CH3:2].[C:32](O[C:32]([O:34][C:35]([CH3:38])([CH3:37])[CH3:36])=[O:33])([O:34][C:35]([CH3:38])([CH3:37])[CH3:36])=[O:33]. Given the product [CH2:1]([C:3]1[N:4]=[N+:5]([O-:23])[C:6]2[CH:12]=[C:11]([O:13][CH2:14][CH2:15][NH:16][C:32](=[O:33])[O:34][C:35]([CH3:36])([CH3:37])[CH3:38])[CH:10]=[CH:9][C:7]=2[N:8]=1)[CH3:2], predict the reactants needed to synthesize it. (10) Given the product [C:1]([O:5][C:6]([N:8]1[CH2:13][CH2:12][CH:11]([N:14]([CH:15]2[CH2:24][CH2:23][C:22]3[C:17](=[CH:18][C:19]([Br:25])=[CH:20][CH:21]=3)[CH2:16]2)[CH2:26][CH2:27][CH3:28])[CH2:10][CH2:9]1)=[O:7])([CH3:4])([CH3:2])[CH3:3], predict the reactants needed to synthesize it. The reactants are: [C:1]([O:5][C:6]([N:8]1[CH2:13][CH2:12][CH:11]([NH:14][CH:15]2[CH2:24][CH2:23][C:22]3[C:17](=[CH:18][C:19]([Br:25])=[CH:20][CH:21]=3)[CH2:16]2)[CH2:10][CH2:9]1)=[O:7])([CH3:4])([CH3:3])[CH3:2].[CH:26](=O)[CH2:27][CH3:28].C(O[BH-](OC(=O)C)OC(=O)C)(=O)C.[Na+].